From a dataset of Forward reaction prediction with 1.9M reactions from USPTO patents (1976-2016). Predict the product of the given reaction. (1) Given the reactants [CH2:1]([C:5]12[CH2:17][CH2:16][C:15](=[O:18])[C:14]([C:19]#[N:20])=[C:13]1[C:12]1[C:7](=[C:8]([Cl:23])[C:9]([O:21]C)=[CH:10][CH:11]=1)[CH2:6]2)[CH2:2][CH2:3][CH3:4].Cl.N1C=CC=CC=1, predict the reaction product. The product is: [CH2:1]([C:5]12[CH2:17][CH2:16][C:15](=[O:18])[C:14]([C:19]#[N:20])=[C:13]1[C:12]1[C:7](=[C:8]([Cl:23])[C:9]([OH:21])=[CH:10][CH:11]=1)[CH2:6]2)[CH2:2][CH2:3][CH3:4]. (2) Given the reactants Cl[C:2]1[CH:11]=[CH:10][C:9]2[C:4](=[CH:5][CH:6]=[CH:7][CH:8]=2)[N:3]=1.[C:12]([O:16][C:17]([N:19]1[CH2:24][CH2:23][CH:22]([NH2:25])[CH2:21][CH2:20]1)=[O:18])([CH3:15])([CH3:14])[CH3:13].O(C(C)(C)C)[K], predict the reaction product. The product is: [C:12]([O:16][C:17]([N:19]1[CH2:24][CH2:23][CH:22]([NH:25][C:2]2[CH:11]=[CH:10][C:9]3[C:4](=[CH:5][CH:6]=[CH:7][CH:8]=3)[N:3]=2)[CH2:21][CH2:20]1)=[O:18])([CH3:15])([CH3:13])[CH3:14]. (3) Given the reactants [OH:1][C:2]1[CH:11]=[C:10]2[C:5]([C:6]([NH:12][C:13]3[CH:14]=[C:15]([NH:20][C:21](=[O:32])[C:22]4[CH:27]=[CH:26][CH:25]=[C:24]([C:28]([F:31])([F:30])[F:29])[CH:23]=4)[CH:16]=[CH:17][C:18]=3[CH3:19])=[N:7][CH:8]=[N:9]2)=[CH:4][C:3]=1[O:33][CH3:34].[N:35]1([CH2:41][CH2:42][CH2:43]O)[CH2:40][CH2:39][O:38][CH2:37][CH2:36]1.C1C=CC(P(C2C=CC=CC=2)C2C=CC=CC=2)=CC=1.CC(OC(/N=N/C(OC(C)C)=O)=O)C, predict the reaction product. The product is: [CH3:34][O:33][C:3]1[CH:4]=[C:5]2[C:10](=[CH:11][C:2]=1[O:1][CH2:43][CH2:42][CH2:41][N:35]1[CH2:40][CH2:39][O:38][CH2:37][CH2:36]1)[N:9]=[CH:8][N:7]=[C:6]2[NH:12][C:13]1[CH:14]=[C:15]([NH:20][C:21](=[O:32])[C:22]2[CH:27]=[CH:26][CH:25]=[C:24]([C:28]([F:31])([F:29])[F:30])[CH:23]=2)[CH:16]=[CH:17][C:18]=1[CH3:19].